This data is from Reaction yield outcomes from USPTO patents with 853,638 reactions. The task is: Predict the reaction yield, written as a fraction of the theoretical maximum amount of product (1.0 means a 100% yield; for example, 0.34 means a 34% yield). (1) The reactants are [N+:1]([C:4]1[CH:5]=[C:6]2[C:10](=[CH:11][CH:12]=1)[NH:9][C:8]([CH:13]([CH3:16])[CH2:14][OH:15])=[CH:7]2)([O-])=O.O.O.[Sn](Cl)(Cl)(Cl)Cl. The product is [NH2:1][C:4]1[CH:5]=[C:6]2[C:10](=[CH:11][CH:12]=1)[NH:9][C:8]([CH:13]([CH3:16])[CH2:14][OH:15])=[CH:7]2. The yield is 0.820. The catalyst is C(O)C.C(OCC)(=O)C.O.C([O-])(O)=O.[Na+]. (2) The reactants are [C:1]([O:5][C:6]([N:8]1[CH2:13][CH:12]=[C:11]([C:14]2[C:19]([CH3:20])=[CH:18][CH:17]=[CH:16][C:15]=2[F:21])[CH2:10][CH2:9]1)=[O:7])([CH3:4])([CH3:3])[CH3:2]. The catalyst is CO.[Pd]. The product is [C:1]([O:5][C:6]([N:8]1[CH2:13][CH2:12][CH:11]([C:14]2[C:19]([CH3:20])=[CH:18][CH:17]=[CH:16][C:15]=2[F:21])[CH2:10][CH2:9]1)=[O:7])([CH3:4])([CH3:3])[CH3:2]. The yield is 0.595. (3) The reactants are [ClH:1].[CH3:2][S:3][C:4]1[N:5]=[CH:6][C:7]2[C:12]([C:13]3[CH:18]=[CH:17][CH:16]=[CH:15][CH:14]=3)=[C:11]([C:19]3[CH:24]=[CH:23][C:22]([C:25]4([NH:29]C(=O)OC(C)(C)C)[CH2:28][CH2:27][CH2:26]4)=[CH:21][CH:20]=3)[O:10][C:8]=2[N:9]=1.CCOCC. The catalyst is O1CCOCC1.C1COCC1. The product is [ClH:1].[ClH:1].[CH3:2][S:3][C:4]1[N:5]=[CH:6][C:7]2[C:12]([C:13]3[CH:18]=[CH:17][CH:16]=[CH:15][CH:14]=3)=[C:11]([C:19]3[CH:20]=[CH:21][C:22]([C:25]4([NH2:29])[CH2:28][CH2:27][CH2:26]4)=[CH:23][CH:24]=3)[O:10][C:8]=2[N:9]=1. The yield is 0.200. (4) The reactants are [NH:1]1[C:5]2=[N:6][CH:7]=[CH:8][CH:9]=[C:4]2[C:3]([C:10]2[CH:15]=[CH:14][N:13]=[C:12]([NH:16][C@H:17]3[CH2:22][CH2:21][C@H:20]([OH:23])[CH2:19][CH2:18]3)[N:11]=2)=[CH:2]1.CI.[C:26]([O-])([O-])=O.[K+].[K+].CN(C=O)C. The catalyst is O. The product is [CH3:26][N:1]1[C:5]2=[N:6][CH:7]=[CH:8][CH:9]=[C:4]2[C:3]([C:10]2[CH:15]=[CH:14][N:13]=[C:12]([NH:16][C@H:17]3[CH2:18][CH2:19][C@H:20]([OH:23])[CH2:21][CH2:22]3)[N:11]=2)=[CH:2]1. The yield is 0.820. (5) The reactants are [ClH:1].[CH2:2]([C:5]1[N:6]=[C:7]([NH2:10])[NH:8][CH:9]=1)[C:3]#[CH:4].[N:11]([CH2:14][C:15]1[CH:19]=[CH:18][O:17][CH:16]=1)=[N+:12]=[N-:13]. No catalyst specified. The product is [ClH:1].[O:17]1[CH:18]=[CH:19][C:15]([CH2:14][N:11]2[CH:4]=[C:3]([CH2:2][C:5]3[N:6]=[C:7]([NH2:10])[NH:8][CH:9]=3)[N:13]=[N:12]2)=[CH:16]1. The yield is 0.430. (6) The reactants are [NH2:1][CH2:2][CH2:3][C:4]1[CH:9]=[CH:8][C:7]([C:10]2[S:14](=[O:16])(=[O:15])[N:13](C(C)(C)C)[C:12](=[O:21])[CH:11]=2)=[CH:6][CH:5]=1.C([SiH](C(C)C)C(C)C)(C)C.[F:32][C:33]([F:38])([F:37])[C:34]([OH:36])=[O:35]. No catalyst specified. The product is [F:32][C:33]([F:38])([F:37])[C:34]([OH:36])=[O:35].[NH2:1][CH2:2][CH2:3][C:4]1[CH:9]=[CH:8][C:7]([C:10]2[S:14](=[O:16])(=[O:15])[NH:13][C:12](=[O:21])[CH:11]=2)=[CH:6][CH:5]=1. The yield is 0.600. (7) The reactants are [OH:1][CH:2]1[CH:8]([NH:9][C:10]([C@@H:12]([NH:17][C:18]([C:20]2[O:21][C:22]3[CH:28]=[CH:27][CH:26]=[CH:25][C:23]=3[CH:24]=2)=[O:19])[CH2:13][CH:14]([CH3:16])[CH3:15])=[O:11])[CH2:7][C:6]([CH3:30])([CH3:29])[CH2:5][N:4]([S:31]([C:34]2[CH:39]=[CH:38][CH:37]=[CH:36][N:35]=2)(=[O:33])=[O:32])[CH2:3]1.CC(OI1(OC(C)=O)(OC(C)=O)OC(=O)C2C=CC=CC1=2)=O. The product is [CH3:30][C:6]1([CH3:29])[CH2:5][N:4]([S:31]([C:34]2[CH:39]=[CH:38][CH:37]=[CH:36][N:35]=2)(=[O:32])=[O:33])[CH2:3][C:2](=[O:1])[CH:8]([NH:9][C:10]([C@@H:12]([NH:17][C:18]([C:20]2[O:21][C:22]3[CH:28]=[CH:27][CH:26]=[CH:25][C:23]=3[CH:24]=2)=[O:19])[CH2:13][CH:14]([CH3:16])[CH3:15])=[O:11])[CH2:7]1. The yield is 0.700. The catalyst is C(Cl)Cl.